This data is from Experimentally validated miRNA-target interactions with 360,000+ pairs, plus equal number of negative samples. The task is: Binary Classification. Given a miRNA mature sequence and a target amino acid sequence, predict their likelihood of interaction. (1) The miRNA is hsa-miR-4320 with sequence GGGAUUCUGUAGCUUCCU. The protein sequence of the target gene is MLLAPPSTPSRGRTPSAVERLEADKAKYVKTHQVIARRQEPALRGSPGPLTPHPCNELGPPASPRTPRPVRRGSGRRLPRPDSLIFYRQKRDCKASVNKENAKGQGLVRRLFLGAPRDAAPSSPASTERPAASGGWAAPQDAPEAAGKRALCPTCSLPLSEKERFFNYCGLERALVEVLGAERFSPQSWGADASPQAGTSPPPGSGDASDWTSSDRGVDSPGGAGGGGGSEAAGSARDRRPPVSVVERNARVIQWLYGCQRARGPPRESEV. Result: 0 (no interaction). (2) The miRNA is hsa-miR-4713-3p with sequence UGGGAUCCAGACAGUGGGAGAA. The protein sequence of the target gene is MKLHYVAVLTLAILMFLTWLPESLSCNKALCASDVSKCLIQELCQCRPGEGNCSCCKECMLCLGALWDECCDCVGMCNPRNYSDTPPTSKSTVEELHEPIPSLFRALTEGDTQLNWNIVSFPVAEELSHHENLVSFLETVNQPHHQNVSVPSNNVHAPYSSDKEHMCTVVYFDDCMSIHQCKISCESMGASKYRWFHNACCECIGPECIDYGSKTVKCMNCMF. Result: 0 (no interaction). (3) The miRNA is hsa-miR-2355-3p with sequence AUUGUCCUUGCUGUUUGGAGAU. The protein sequence of the target gene is MSGMGENTSDPSRAETRKRKECPDQLGPSPKRNTEKRNREQENKYIEELAELIFANFNDIDNFNFKPDKCAILKETVKQIRQIKEQEKAAAANIDEVQKSDVSSTGQGVIDKDALGPMMLEALDGFFFVVNLEGNVVFVSENVTQYLRYNQEELMNKSVYSILHVGDHTEFVKNLLPKSIVNGGSWSGEPPRRNSHTFNCRMLVKPLPDSEEEGHDNQEAHQKYETMQCFAVSQPKSIKEEGEDLQSCLICVARRVPMKERPVLPSSESFTTRQDLQGKITSLDTSTMRAAMKPGWEDLV.... Result: 0 (no interaction). (4) The protein sequence of the target gene is MAEPPRLPLTFEDVAIYFSEQEWQDLEAWQKELYKHVMRSNYETLVSLDDGLPKPELISWIEHGGEPFRKWRESQKSGNIICSSVDMHFDPGFEEQLFWGSQQAMNSGKTKSHFQLDPESQCSFGSFVSFRPDQGITLGSPQRHDARAPPPLACGPSESTLKEGIPGPRNLDLPGLWDVPAWESTQHPWPVCGESCWENNHLVMHQRGHSKDRTRRAWEKFNKRAETQMPWSSPRVQRHFRCGVCGKSFRRKLCLLRHLAAHTGRGPFRNADGEMCFRHELTHPSHRLPQQGEKPAQCTP.... The miRNA is hsa-miR-6880-5p with sequence UGGUGGAGGAAGAGGGCAGCUC. Result: 1 (interaction).